Dataset: Catalyst prediction with 721,799 reactions and 888 catalyst types from USPTO. Task: Predict which catalyst facilitates the given reaction. (1) Reactant: [CH2:1]([NH:8][S:9]([C:12]1[CH:13]=[C:14]([CH:18]=[CH:19][CH:20]=1)[C:15](O)=[O:16])(=[O:11])=[O:10])[C:2]1[CH:7]=[CH:6][CH:5]=[CH:4][CH:3]=1.B.C1COCC1.CO. Product: [CH2:1]([NH:8][S:9]([C:12]1[CH:20]=[CH:19][CH:18]=[C:14]([CH2:15][OH:16])[CH:13]=1)(=[O:11])=[O:10])[C:2]1[CH:7]=[CH:6][CH:5]=[CH:4][CH:3]=1. The catalyst class is: 1. (2) Reactant: [CH:1]1([N:4]([CH2:37][C:38]2[CH:43]=[CH:42][N:41]=[CH:40][CH:39]=2)[C:5](=[O:36])[CH:6]([CH2:16][C:17]2[CH:22]=[CH:21][C:20]([O:23][CH2:24][CH2:25][O:26][C:27]3[C:32]([Cl:33])=[CH:31][C:30]([CH3:34])=[CH:29][C:28]=3[Cl:35])=[CH:19][CH:18]=2)[CH2:7][NH:8]C(=O)OC(C)(C)C)[CH2:3][CH2:2]1.Cl. Product: [NH2:8][CH2:7][CH:6]([CH2:16][C:17]1[CH:18]=[CH:19][C:20]([O:23][CH2:24][CH2:25][O:26][C:27]2[C:32]([Cl:33])=[CH:31][C:30]([CH3:34])=[CH:29][C:28]=2[Cl:35])=[CH:21][CH:22]=1)[C:5]([N:4]([CH:1]1[CH2:2][CH2:3]1)[CH2:37][C:38]1[CH:39]=[CH:40][N:41]=[CH:42][CH:43]=1)=[O:36]. The catalyst class is: 2. (3) Reactant: C([N-]C(C)C)(C)C.[Li+].C(NC(C)C)(C)C.C([Li])CCC.[Br:21][C:22]1[S:26][C:25]([CH:27]2[S:33](=[O:35])(=[O:34])[CH2:32][CH2:31][N:30]([C:36]([O:38][C:39]([CH3:42])([CH3:41])[CH3:40])=[O:37])[CH2:29][CH2:28]2)=[CH:24][CH:23]=1.Br[CH2:44][C:45]([O:47][C:48]([CH3:51])([CH3:50])[CH3:49])=[O:46].[Cl-].[NH4+]. Product: [C:48]([O:47][C:45](=[O:46])[CH2:44][C:27]1([C:25]2[S:26][C:22]([Br:21])=[CH:23][CH:24]=2)[S:33](=[O:35])(=[O:34])[CH2:32][CH2:31][N:30]([C:36]([O:38][C:39]([CH3:42])([CH3:41])[CH3:40])=[O:37])[CH2:29][CH2:28]1)([CH3:51])([CH3:50])[CH3:49]. The catalyst class is: 7. (4) Reactant: [CH2:1]([O:8][C:9]([C:11]1[CH:12]=[C:13]2[C:17](=[CH:18][CH:19]=1)[NH:16][CH:15]=[C:14]2[C:20](=[O:33])[CH2:21][CH2:22][C:23]([O:25][CH2:26][C:27]1[CH:32]=[CH:31][CH:30]=[CH:29][CH:28]=1)=[O:24])=[O:10])[C:2]1[CH:7]=[CH:6][CH:5]=[CH:4][CH:3]=1.[OH-].[K+].[CH2:36]([CH:38]1[O:40][CH2:39]1)Cl. Product: [CH2:1]([O:8][C:9]([C:11]1[CH:12]=[C:13]2[C:17](=[CH:18][CH:19]=1)[N:16]([CH2:36][CH:38]1[CH2:39][O:40]1)[CH:15]=[C:14]2[C:20](=[O:33])[CH2:21][CH2:22][C:23]([O:25][CH2:26][C:27]1[CH:32]=[CH:31][CH:30]=[CH:29][CH:28]=1)=[O:24])=[O:10])[C:2]1[CH:7]=[CH:6][CH:5]=[CH:4][CH:3]=1. The catalyst class is: 689. (5) Reactant: [OH:1][B:2]1[C:6]2[CH:7]=[CH:8][C:9]([CH:11]=[N:12][OH:13])=[CH:10][C:5]=2[C:4]([CH3:15])([CH3:14])[O:3]1.C1C(=O)N([Cl:23])C(=O)C1. Product: [OH:13][N:12]=[C:11]([Cl:23])[C:9]1[CH:8]=[CH:7][C:6]2[B:2]([OH:1])[O:3][C:4]([CH3:15])([CH3:14])[C:5]=2[CH:10]=1. The catalyst class is: 3. (6) Reactant: [C:1]([O:5][C:6]([N:8]1[CH2:13][CH2:12][NH:11][CH2:10][C@@H:9]1[C:14]([OH:16])=[O:15])=[O:7])([CH3:4])([CH3:3])[CH3:2].C([O-])([O-])=O.[Na+].[Na+].[CH:23](I)([CH3:25])[CH3:24]. Product: [C:1]([O:5][C:6]([N:8]1[CH2:13][CH2:12][N:11]([CH:23]([CH3:25])[CH3:24])[CH2:10][C@@H:9]1[C:14]([OH:16])=[O:15])=[O:7])([CH3:4])([CH3:2])[CH3:3]. The catalyst class is: 14. (7) Reactant: C(OC([NH:8][CH:9]([C:24]1[CH:29]=[CH:28][CH:27]=[CH:26][CH:25]=1)[C:10]1[CH:11]=[CH:12][C:13]([P:16](=[O:23])([O:20][CH2:21][CH3:22])[O:17][CH2:18][CH3:19])=[N:14][CH:15]=1)=O)(C)(C)C. Product: [NH2:8][CH:9]([C:24]1[CH:25]=[CH:26][CH:27]=[CH:28][CH:29]=1)[C:10]1[CH:11]=[CH:12][C:13]([P:16](=[O:23])([O:20][CH2:21][CH3:22])[O:17][CH2:18][CH3:19])=[N:14][CH:15]=1. The catalyst class is: 89. (8) Reactant: [CH:1]([C@@H:3]1[CH2:7][CH2:6][CH2:5][C@H:4]1[C:8]1[C:16]2[C:11](=[CH:12][CH:13]=[C:14]([C:17]#[N:18])[CH:15]=2)[NH:10][CH:9]=1)=O.CO.[CH3:21][NH:22][CH3:23].C(O[BH-](OC(=O)C)OC(=O)C)(=O)C.[Na+]. Product: [CH3:21][N:22]([CH2:1][C@@H:3]1[CH2:7][CH2:6][CH2:5][C@H:4]1[C:8]1[C:16]2[C:11](=[CH:12][CH:13]=[C:14]([C:17]#[N:18])[CH:15]=2)[NH:10][CH:9]=1)[CH3:23]. The catalyst class is: 1.